Dataset: Reaction yield outcomes from USPTO patents with 853,638 reactions. Task: Predict the reaction yield, written as a fraction of the theoretical maximum amount of product (1.0 means a 100% yield; for example, 0.34 means a 34% yield). (1) The reactants are C1C=CC2N(O)N=NC=2C=1.CCN(C(C)C)C(C)C.[F:20][C:21]1[CH:22]=[CH:23][C:24]([C:30]([F:33])([F:32])[F:31])=[C:25]([CH:29]=1)[C:26]([OH:28])=O.CCN=C=NCCCN(C)C.Cl.[C:46]([O:50][C:51]([N:53]1[CH2:58][CH2:57][NH:56][CH2:55][CH2:54]1)=[O:52])([CH3:49])([CH3:48])[CH3:47]. The catalyst is CN(C=O)C.O. The product is [C:46]([O:50][C:51]([N:53]1[CH2:58][CH2:57][N:56]([C:26](=[O:28])[C:25]2[CH:29]=[C:21]([F:20])[CH:22]=[CH:23][C:24]=2[C:30]([F:33])([F:32])[F:31])[CH2:55][CH2:54]1)=[O:52])([CH3:49])([CH3:47])[CH3:48]. The yield is 0.830. (2) The reactants are C([O-])=O.[NH4+].C([O:12][C:13]1[C:18]([CH3:19])=[CH:17][C:16]([C:20]2[NH:29][C:28](=[O:30])[C:27]3[C:22](=[CH:23][C:24]([O:32][CH3:33])=[CH:25][C:26]=3[OH:31])[N:21]=2)=[CH:15][C:14]=1[CH3:34])C1C=CC=CC=1. The catalyst is CN(C=O)C.[C].[Pd]. The product is [OH:31][C:26]1[CH:25]=[C:24]([O:32][CH3:33])[CH:23]=[C:22]2[C:27]=1[C:28](=[O:30])[NH:29][C:20]([C:16]1[CH:17]=[C:18]([CH3:19])[C:13]([OH:12])=[C:14]([CH3:34])[CH:15]=1)=[N:21]2. The yield is 0.740.